From a dataset of Forward reaction prediction with 1.9M reactions from USPTO patents (1976-2016). Predict the product of the given reaction. Given the reactants C([O:3][C:4](=[O:39])[C:5]([CH3:38])([O:7][C:8]1[CH:13]=[CH:12][C:11]([O:14][CH2:15][C:16]2[C:17]([C:33]([F:36])([F:35])[F:34])=[N:18][C:19]([C:22]3[CH:27]=[CH:26][C:25]([O:28][C:29]([F:32])([F:31])[F:30])=[CH:24][CH:23]=3)=[CH:20][CH:21]=2)=[CH:10][C:9]=1[CH3:37])[CH3:6])C.[Li+].[OH-], predict the reaction product. The product is: [CH3:38][C:5]([O:7][C:8]1[CH:13]=[CH:12][C:11]([O:14][CH2:15][C:16]2[C:17]([C:33]([F:35])([F:36])[F:34])=[N:18][C:19]([C:22]3[CH:27]=[CH:26][C:25]([O:28][C:29]([F:30])([F:31])[F:32])=[CH:24][CH:23]=3)=[CH:20][CH:21]=2)=[CH:10][C:9]=1[CH3:37])([CH3:6])[C:4]([OH:39])=[O:3].